From a dataset of Forward reaction prediction with 1.9M reactions from USPTO patents (1976-2016). Predict the product of the given reaction. (1) Given the reactants [CH3:1][N:2]1[C:6]([C:7]([F:10])([F:9])[F:8])=[CH:5][C:4]([O:11][C:12]2[CH:13]=[C:14]([CH:16]=[C:17]([O:19][C:20]3[CH:25]=[CH:24][CH:23]=[C:22]([C:26]([F:29])([F:28])[F:27])[CH:21]=3)[CH:18]=2)N)=[N:3]1.N(OCCCC)=O.O.C(Cl)[Cl:39], predict the reaction product. The product is: [CH3:1][N:2]1[C:6]([C:7]([F:10])([F:9])[F:8])=[CH:5][C:4]([O:11][C:12]2[CH:13]=[CH:14][CH:16]=[C:17]([O:19][C:20]3[CH:25]=[CH:24][CH:23]=[C:22]([C:26]([F:29])([F:28])[F:27])[CH:21]=3)[C:18]=2[Cl:39])=[N:3]1. (2) The product is: [O:28]=[C:7]1[NH:6][CH2:10][C@H:9]([CH:11]([CH3:12])[CH3:13])[N:8]1[CH2:14][C:15]([NH:17][C:18]1[CH:19]=[N:20][C:21]([C:24]([F:27])([F:26])[F:25])=[CH:22][CH:23]=1)=[O:16]. Given the reactants COC1C=C(OC)C=CC=1C[N:6]1[CH2:10][C@H:9]([CH:11]([CH3:13])[CH3:12])[N:8]([CH2:14][C:15]([NH:17][C:18]2[CH:19]=[N:20][C:21]([C:24]([F:27])([F:26])[F:25])=[CH:22][CH:23]=2)=[O:16])[C:7]1=[O:28], predict the reaction product.